This data is from Reaction yield outcomes from USPTO patents with 853,638 reactions. The task is: Predict the reaction yield, written as a fraction of the theoretical maximum amount of product (1.0 means a 100% yield; for example, 0.34 means a 34% yield). The reactants are [CH3:1][O:2][C:3]([NH:5][C@H:6]([C:11]([N:13]1[C@@H:17]([CH3:18])[CH2:16][CH2:15][C@H:14]1[C:19]1[NH:20][C:21]([C:24]2[CH:29]=[C:28]3[CH2:30][O:31][C:32]4[CH:59]=[C:58]5[C:35]([CH:36]=[CH:37][C:38]6[N:42]=[C:41]([C@@H:43]7[CH2:47][C@H:46]([CH2:48][O:49][CH3:50])[CH2:45][N:44]7[C:51]([O:53]C(C)(C)C)=O)[NH:40][C:39]=65)=[CH:34][C:33]=4[C:27]3=[CH:26][CH:25]=2)=[CH:22][N:23]=1)=[O:12])[C@H:7]([CH2:9][CH3:10])[CH3:8])=[O:4].Cl.[CH3:61][O:62][C:63]([NH:65][C@H:66]([C:70]1[CH:75]=[CH:74][CH:73]=[CH:72][CH:71]=1)C(O)=O)=[O:64].CCN(C(C)C)C(C)C.CCOC(C(C#N)=NOC(N1CCOCC1)=[N+](C)C)=O.F[P-](F)(F)(F)(F)F. The catalyst is C(Cl)Cl.CO. The product is [CH3:1][O:2][C:3]([NH:5][C@@H:6]([C@@H:7]([CH3:8])[CH2:9][CH3:10])[C:11]([N:13]1[C@@H:17]([CH3:18])[CH2:16][CH2:15][C@H:14]1[C:19]1[NH:20][C:21]([C:24]2[CH:29]=[C:28]3[CH2:30][O:31][C:32]4[CH:59]=[C:58]5[C:35]([CH:36]=[CH:37][C:38]6[N:42]=[C:41]([C@@H:43]7[CH2:47][C@H:46]([CH2:48][O:49][CH3:50])[CH2:45][N:44]7[C:51](=[O:53])[C@H:66]([NH:65][C:63](=[O:64])[O:62][CH3:61])[C:70]7[CH:75]=[CH:74][CH:73]=[CH:72][CH:71]=7)[NH:40][C:39]=65)=[CH:34][C:33]=4[C:27]3=[CH:26][CH:25]=2)=[CH:22][N:23]=1)=[O:12])=[O:4]. The yield is 0.410.